Regression. Given two drug SMILES strings and cell line genomic features, predict the synergy score measuring deviation from expected non-interaction effect. From a dataset of Merck oncology drug combination screen with 23,052 pairs across 39 cell lines. (1) Drug 1: CN(Cc1cnc2nc(N)nc(N)c2n1)c1ccc(C(=O)NC(CCC(=O)O)C(=O)O)cc1. Drug 2: O=C(CCCCCCC(=O)Nc1ccccc1)NO. Cell line: KPL1. Synergy scores: synergy=-30.8. (2) Drug 1: Cc1nc(Nc2ncc(C(=O)Nc3c(C)cccc3Cl)s2)cc(N2CCN(CCO)CC2)n1. Drug 2: CCC1(O)C(=O)OCc2c1cc1n(c2=O)Cc2cc3c(CN(C)C)c(O)ccc3nc2-1. Cell line: PA1. Synergy scores: synergy=5.68. (3) Drug 1: CCC1(O)CC2CN(CCc3c([nH]c4ccccc34)C(C(=O)OC)(c3cc4c(cc3OC)N(C)C3C(O)(C(=O)OC)C(OC(C)=O)C5(CC)C=CCN6CCC43C65)C2)C1. Drug 2: Cc1nc(Nc2ncc(C(=O)Nc3c(C)cccc3Cl)s2)cc(N2CCN(CCO)CC2)n1. Cell line: CAOV3. Synergy scores: synergy=-6.82. (4) Drug 1: O=c1[nH]cc(F)c(=O)[nH]1. Drug 2: O=C(NOCC(O)CO)c1ccc(F)c(F)c1Nc1ccc(I)cc1F. Cell line: SW837. Synergy scores: synergy=0.946.